Dataset: Reaction yield outcomes from USPTO patents with 853,638 reactions. Task: Predict the reaction yield, written as a fraction of the theoretical maximum amount of product (1.0 means a 100% yield; for example, 0.34 means a 34% yield). (1) The reactants are [I:1][C:2]1[N:3]=[C:4]([CH3:7])[NH:5][CH:6]=1.CCN(C(C)C)C(C)C.Cl[C:18]([O:20][CH2:21][CH3:22])=[O:19]. The catalyst is C1COCC1.CN(C1C=CN=CC=1)C. The product is [I:1][C:2]1[N:3]=[C:4]([CH3:7])[N:5]([C:18]([O:20][CH2:21][CH3:22])=[O:19])[CH:6]=1. The yield is 0.940. (2) The reactants are [CH:1]1([N:4]2[C:13]3[C:8](=[C:9]([N+:17]([O-:19])=[O:18])[C:10]([F:16])=[C:11]([F:15])[C:12]=3[OH:14])[C:7](=[O:20])[C:6]([C:21]([O:23][CH2:24][CH3:25])=[O:22])=[CH:5]2)[CH2:3][CH2:2]1.I[CH:27]([CH3:29])[CH3:28].C([O-])([O-])=O.[K+].[K+]. The catalyst is CN(C=O)C. The product is [CH:1]1([N:4]2[C:13]3[C:8](=[C:9]([N+:17]([O-:19])=[O:18])[C:10]([F:16])=[C:11]([F:15])[C:12]=3[O:14][CH:27]([CH3:29])[CH3:28])[C:7](=[O:20])[C:6]([C:21]([O:23][CH2:24][CH3:25])=[O:22])=[CH:5]2)[CH2:2][CH2:3]1. The yield is 0.540. (3) The reactants are Cl[C:2]1[CH:7]=[CH:6][N:5]=[CH:4][C:3]=1[N+:8]([O-:10])=[O:9].[CH3:11][NH2:12]. The catalyst is C(Cl)(Cl)Cl.C(O)C. The product is [CH3:11][NH:12][C:2]1[CH:7]=[CH:6][N:5]=[CH:4][C:3]=1[N+:8]([O-:10])=[O:9]. The yield is 0.574. (4) The reactants are [CH2:1]([N:9]1[CH:13]=[C:12]([C:14]2[C:22]3[C:17](=[N:18][CH:19]=[C:20]([C:23]4[CH:24]=[N:25][N:26]([CH:28]5[CH2:33][CH2:32][N:31]([C:34]([O:36][C:37]([CH3:40])([CH3:39])[CH3:38])=[O:35])[CH2:30][CH2:29]5)[CH:27]=4)[CH:21]=3)[N:16](S(C3C=CC(C)=CC=3)(=O)=O)[CH:15]=2)[CH:11]=[N:10]1)[CH2:2][C:3]1[CH:8]=[CH:7][CH:6]=[CH:5][CH:4]=1.[OH-].[Li+]. The catalyst is C1COCC1.CO.O. The yield is 1.00. The product is [CH2:1]([N:9]1[CH:13]=[C:12]([C:14]2[C:22]3[C:17](=[N:18][CH:19]=[C:20]([C:23]4[CH:24]=[N:25][N:26]([CH:28]5[CH2:33][CH2:32][N:31]([C:34]([O:36][C:37]([CH3:40])([CH3:39])[CH3:38])=[O:35])[CH2:30][CH2:29]5)[CH:27]=4)[CH:21]=3)[NH:16][CH:15]=2)[CH:11]=[N:10]1)[CH2:2][C:3]1[CH:8]=[CH:7][CH:6]=[CH:5][CH:4]=1. (5) The reactants are [S:1]1[C:5]2[CH:6]=[C:7]([N:10]3[CH2:14][CH2:13][NH:12][C:11]3=[O:15])[CH:8]=[CH:9][C:4]=2[N:3]=[CH:2]1.Br[C:17]1[CH:18]=[C:19]2[CH:25]=[CH:24][N:23]([CH2:26][O:27][CH2:28][CH2:29][Si:30]([CH3:33])([CH3:32])[CH3:31])[C:20]2=[N:21][CH:22]=1.CN[C@@H]1CCCC[C@H]1NC.P([O-])([O-])([O-])=O.[K+].[K+].[K+]. The catalyst is [Cu](I)I.O1CCOCC1. The product is [S:1]1[C:5]2[CH:6]=[C:7]([N:10]3[CH2:14][CH2:13][N:12]([C:17]4[CH:18]=[C:19]5[CH:25]=[CH:24][N:23]([CH2:26][O:27][CH2:28][CH2:29][Si:30]([CH3:33])([CH3:32])[CH3:31])[C:20]5=[N:21][CH:22]=4)[C:11]3=[O:15])[CH:8]=[CH:9][C:4]=2[N:3]=[CH:2]1. The yield is 0.523. (6) The reactants are [F:1][C:2]1[CH:9]=[C:8]([F:10])[CH:7]=[C:6]([O:11]C)[C:3]=1[CH:4]=[O:5].B(Br)(Br)Br. The catalyst is ClCCl. The product is [F:1][C:2]1[CH:9]=[C:8]([F:10])[CH:7]=[C:6]([OH:11])[C:3]=1[CH:4]=[O:5]. The yield is 0.750.